From a dataset of Full USPTO retrosynthesis dataset with 1.9M reactions from patents (1976-2016). Predict the reactants needed to synthesize the given product. (1) The reactants are: C(OC(=O)[NH:7][CH2:8][CH2:9][N:10]1[C:18]2[C:17]([NH:19][C:20]3[CH:25]=[CH:24][C:23]([O:26][C:27]4[CH:32]=[CH:31][CH:30]=[C:29]([C:33]([F:39])([F:38])[C:34]([CH3:37])([CH3:36])[CH3:35])[CH:28]=4)=[C:22]([Cl:40])[CH:21]=3)=[N:16][CH:15]=[N:14][C:13]=2[CH:12]=[CH:11]1)(C)(C)C.[ClH:42]. Given the product [ClH:40].[ClH:42].[NH2:7][CH2:8][CH2:9][N:10]1[C:18]2[C:17]([NH:19][C:20]3[CH:25]=[CH:24][C:23]([O:26][C:27]4[CH:32]=[CH:31][CH:30]=[C:29]([C:33]([F:39])([F:38])[C:34]([CH3:37])([CH3:35])[CH3:36])[CH:28]=4)=[C:22]([Cl:40])[CH:21]=3)=[N:16][CH:15]=[N:14][C:13]=2[CH:12]=[CH:11]1, predict the reactants needed to synthesize it. (2) The reactants are: C([C:3]([N:11]1[CH2:16][CH2:15][N:14]([C:17]([O:19][C:20]([CH3:23])([CH3:22])[CH3:21])=[O:18])[CH2:13][CH2:12]1)=[CH:4][C:5]1[CH:10]=[CH:9][CH:8]=[CH:7][N:6]=1)#N.[N-:24]=[N+:25]=[N-:26].[Na+]. Given the product [N:6]1[CH:7]=[CH:8][CH:9]=[CH:10][C:5]=1[C:4]1[NH:26][N:25]=[N:24][C:3]=1[N:11]1[CH2:12][CH2:13][N:14]([C:17]([O:19][C:20]([CH3:21])([CH3:22])[CH3:23])=[O:18])[CH2:15][CH2:16]1, predict the reactants needed to synthesize it. (3) Given the product [N+:8]([C:4]1[CH:3]=[C:2]([C:13]2[CH:12]=[N:11][CH:16]=[CH:15][CH:14]=2)[CH:7]=[CH:6][CH:5]=1)([O-:10])=[O:9], predict the reactants needed to synthesize it. The reactants are: I[C:2]1[CH:7]=[CH:6][CH:5]=[C:4]([N+:8]([O-:10])=[O:9])[CH:3]=1.[N:11]1[CH:16]=[CH:15][CH:14]=[C:13](B(O)O)[CH:12]=1.C([O-])([O-])=O.[Na+].[Na+].O. (4) Given the product [CH3:1][O:2][C:3]1[CH:4]=[C:5]2[C:14](=[CH:15][CH:16]=1)[CH2:13][CH:12]([C:17]1[CH:22]=[CH:21][C:20]([O:23][CH3:24])=[CH:19][CH:18]=1)[CH:11]1[CH:6]2[CH2:7][CH2:8][CH2:9][CH2:10]1, predict the reactants needed to synthesize it. The reactants are: [CH3:1][O:2][C:3]1[CH:4]=[C:5]2[C:14](=[CH:15][CH:16]=1)[CH:13]=[C:12]([C:17]1[CH:22]=[CH:21][C:20]([O:23][CH3:24])=[CH:19][CH:18]=1)[CH:11]1[CH:6]2[CH2:7][CH2:8][CH2:9][CH2:10]1.C(O)C. (5) Given the product [CH3:1][O:2][C:3](=[O:16])[C:4]([O:7][C:8]1[CH:13]=[CH:12][C:11]([O:14][CH2:19][CH2:18][Br:17])=[CH:10][C:9]=1[CH3:15])([CH3:6])[CH3:5], predict the reactants needed to synthesize it. The reactants are: [CH3:1][O:2][C:3](=[O:16])[C:4]([O:7][C:8]1[CH:13]=[CH:12][C:11]([OH:14])=[CH:10][C:9]=1[CH3:15])([CH3:6])[CH3:5].[Br:17][CH2:18][CH2:19]Br.C([O-])([O-])=O.[Cs+].[Cs+]. (6) The reactants are: Br[C:2]1[CH:7]=[CH:6][CH:5]=[CH:4][N:3]=1.[CH2:8]([N:12]1[CH:20]=[C:19]2[C:14]([C:15]([Cl:21])=[CH:16][CH:17]=[CH:18]2)=[N:13]1)[CH2:9][C:10]#[CH:11]. Given the product [Cl:21][C:15]1[C:14]2[C:19](=[CH:20][N:12]([CH2:8][CH2:9][C:10]#[C:11][C:2]3[CH:7]=[CH:6][CH:5]=[CH:4][N:3]=3)[N:13]=2)[CH:18]=[CH:17][CH:16]=1, predict the reactants needed to synthesize it.